This data is from Full USPTO retrosynthesis dataset with 1.9M reactions from patents (1976-2016). The task is: Predict the reactants needed to synthesize the given product. (1) Given the product [Cl:1][C:2]1[CH:7]=[C:6]([N:15]2[CH2:14][CH2:13][N:12]([C:18]([O:20][C:21]([CH3:24])([CH3:23])[CH3:22])=[O:19])[CH2:17][CH2:16]2)[CH:5]=[CH:4][C:3]=1[N+:9]([O-:11])=[O:10], predict the reactants needed to synthesize it. The reactants are: [Cl:1][C:2]1[CH:7]=[C:6](F)[CH:5]=[CH:4][C:3]=1[N+:9]([O-:11])=[O:10].[N:12]1([C:18]([O:20][C:21]([CH3:24])([CH3:23])[CH3:22])=[O:19])[CH2:17][CH2:16][NH:15][CH2:14][CH2:13]1.C([O-])([O-])=O.[K+].[K+]. (2) Given the product [NH2:17][C@H:16]([CH2:20][OH:19])[CH2:15][CH2:14][C:13]1[C:12]([F:30])=[CH:11][N:10]=[CH:9][C:8]=1[NH:7][C:5](=[O:6])[C@@H:4]([N:1]=[N+:2]=[N-:3])[C@@H:31]([C:39]1[CH:40]=[CH:41][C:42]([Cl:45])=[CH:43][CH:44]=1)[C:32]1[CH:37]=[CH:36][CH:35]=[C:34]([F:38])[CH:33]=1, predict the reactants needed to synthesize it. The reactants are: [N:1]([C@@H:4]([C@@H:31]([C:39]1[CH:44]=[CH:43][C:42]([Cl:45])=[CH:41][CH:40]=1)[C:32]1[CH:37]=[CH:36][CH:35]=[C:34]([F:38])[CH:33]=1)[C:5]([NH:7][C:8]1[CH:9]=[N:10][CH:11]=[C:12]([F:30])[C:13]=1[CH2:14][CH2:15][C@H:16]1[CH2:20][O:19]C(C)(C)[N:17]1C(OC(C)(C)C)=O)=[O:6])=[N+:2]=[N-:3].FC(F)(F)C(O)=O.O. (3) Given the product [F:1][C:2]1[CH:7]=[CH:6][CH:5]=[CH:4][C:3]=1[C:8]1[NH:16][C:15]2[CH:14]=[N:13][CH:12]=[N:11][C:10]=2[C:9]=1[C:18]#[N:19], predict the reactants needed to synthesize it. The reactants are: [F:1][C:2]1[CH:7]=[CH:6][CH:5]=[CH:4][C:3]=1[C:8]1[NH:16][C:15]2[CH:14]=[N:13][CH:12]=[N:11][C:10]=2[C:9]=1I.[C:18]([Cu])#[N:19]. (4) Given the product [CH3:11][C@@H:12]([CH2:15][CH3:16])[CH2:13][C:2]1[S:1][CH:5]=[CH:4][CH:3]=1, predict the reactants needed to synthesize it. The reactants are: [S:1]1[CH:5]=[CH:4][CH:3]=[CH:2]1.[Li]CCCC.[CH3:11][C@@H:12]([CH2:15][CH3:16])[CH2:13]I. (5) Given the product [CH3:1][C:2]1[C:3]([C:17]([OH:19])=[O:18])=[N:4][O:5][C:6]=1[CH:7]1[CH2:8][CH2:9][C:10]2([O:14][CH2:13][CH2:12][O:11]2)[CH2:15][CH2:16]1, predict the reactants needed to synthesize it. The reactants are: [CH3:1][C:2]1[C:3]([C:17]([O:19]CC)=[O:18])=[N:4][O:5][C:6]=1[CH:7]1[CH2:16][CH2:15][C:10]2([O:14][CH2:13][CH2:12][O:11]2)[CH2:9][CH2:8]1.[OH-].[Na+].O.Cl. (6) Given the product [N:28]([CH2:12][C:6]1[CH:7]=[CH:8][CH:9]=[C:10]([CH3:11])[C:5]=1[O:4][CH:1]([CH3:3])[CH3:2])=[N+:29]=[N-:30], predict the reactants needed to synthesize it. The reactants are: [CH:1]([O:4][C:5]1[C:10]([CH3:11])=[CH:9][CH:8]=[CH:7][C:6]=1[CH2:12]O)([CH3:3])[CH3:2].C1C=CC(P([N:28]=[N+:29]=[N-:30])(C2C=CC=CC=2)=O)=CC=1.C1CCN2C(=NCCC2)CC1. (7) Given the product [CH3:20][O:17][C:14]([C@H:11]1[CH2:12][CH2:13][C@H:8]([O:7][CH:2]2[CH2:3][CH2:4][CH2:5][CH2:6][O:1]2)[CH2:9][CH2:10]1)([CH3:15])[CH3:16], predict the reactants needed to synthesize it. The reactants are: [O:1]1[CH2:6][CH2:5][CH2:4][CH2:3][CH:2]1[O:7][C@H:8]1[CH2:13][CH2:12][C@H:11]([C:14]([OH:17])([CH3:16])[CH3:15])[CH2:10][CH2:9]1.[H-].[Na+].[CH3:20]I.O.